Task: Token-level Classification. Given an antigen amino acid sequence, predict which amino acid positions are active epitope sites capable of antibody binding. Output is a list of indices for active positions.. Dataset: B-cell epitopes from IEDB database with 3,159 antigens for binding position prediction (1) Given the antigen sequence: MAVQGSQRRLLGSLNSTPTAIPQLGLAANQTGARCLEVSISDGLFLSLGLVSLVENALVVATIAKNRNLHSPMYCFICCLALSDLLVSGSNVLETAVILLLEAGALVARAAVLQQLDNVIDVITCSSMLSSLCFLGAIAVDRYISIFYALRYHSIVTLPRARRAVAAIWVASVVFSTLFIAYYDHVAVLLCLVVFFLAMLVLMAVLYVHMLARACQHAQGIARLHKRQRPVHQGFGLKGAVTLTILLGIFFLCWGPFFLHLTLIVLCPEHPTCGCIFKNFNLFLALIICNAIIDPLIYAFHSQELRRTLKEVLTCSCSQDRALVSWDVKSLGGSVCQELLPQQPQEKGLCDQKASSTALQRLLQKEFWEVISDEHGIDPSGNYVGDSDLQLERISVYYNEASSHKYVPRAILVDLEPGTMDSVRSGAFGHLFRPDNFIFGQSGAGNNWAKGHYTEGAELVDSVLDVVRKECENCDCLQGFQLTHSLGGGTGSGMGTLLIS..., which amino acid positions are active epitope sites? The epitope positions are: [617, 618, 619, 620, 621, 622, 623, 624, 625, 626, 627, 628, 629, 630, 631]. The amino acids at these positions are: APLTARGSQQYRALT. (2) Given the antigen sequence: GMPEDRFSAKMPNASFSTLKIQPSEPRDSAVYFCASSSANYGYTFGSGTRLTVVEDLNKVFPPEVAVFEPSE, which amino acid positions are active epitope sites? The epitope positions are: [43, 44, 45, 46, 47, 48, 49, 50, 51, 52]. The amino acids at these positions are: TFGSGTRLTV. (3) Given the antigen sequence: MTNLQDQTQQIVPFIRSLLMPTTGPASIPDDTLEKHTLRSETSTYNLTVGDTGSGLIVFFPGFPGSIVGAHYTLQSNGNYKFDQMLLTAQNLPASYNYCRLVSRSLTVRSSTLPGGVYALNGTINAVTFQGSLSELTDVSYNGLMSATANINDKIGNVLVGEGVTVLSLPTSYDLGYVRLGDPIPAIGLDPKMVATCDSSDRPRVYTITAADDYQFSSQYQPGGVTITLFSANIDAITSLSVGGELVFQTSVHGLVLGATIYLIGFDGTAVITRAVAANNGLTTGTDNLLPFNLVIPTNEITQPITSIKLEIVTSKSGGQAGDQMSWSARGSLAVTIHGGNYPGALRPVTLVAYERVATGSVVTVAGVSNFELIPNPELAKNLVTEYGRFDPGAMNYTKLILSERDRLGIKTVWPTREYTDFREYFMEVADLNSPLKIAGAFGFKDIIRAIRRIGVPVVSTLFPPAAPLAHAIGEGVDYLLGDEAQAASGTARAASGKAR..., which amino acid positions are active epitope sites? The epitope positions are: [328, 329, 330, 331, 332, 333, 334, 335, 336]. The amino acids at these positions are: ARGSLAVTI. (4) Given the antigen sequence: MRRVILPTAPPEYMEAIYPVRSNSTIARGGNSNTGFLTPESVNGDTPSNPLRPIADDTIDHASHTPGSVSSAFILEAMVNVISGPKVLMKQIPIWLPLGVADQKTYSFDSTTAAIMLASYTITHFGKATNPLVRVNRLGPGIPDHPLRLLRIGNQAFLQEFVLPPVQLPQYFTFDLTALKLITQPLPAATWTDDTPTGSNGALRPGISFHPKLRPILLPNKSGKKGNSADLTSPEKIQAIMTSLQDLKIVPIDPTKNIMGIEVPETLVHKLTGKKVTSKNGQPIIPVLLPKYIGLDPVAPGDLTMVITQDCDTCHSPASLPAVIEK, which amino acid positions are active epitope sites? The epitope positions are: [24, 25, 26, 27, 28, 29, 30, 31, 32, 33, 34, 35, 36, 37, 38]. The amino acids at these positions are: TIARGGNSNTGFLTP. (5) Given the antigen sequence: MAPPAVLSKSGVIYGKDVKDLFDYAQEKGFAIPAINVTSSSTVVAALEAARDNKAPIILQTSQGGAAYFAGKGVDNKDQAASIAGSIAAAHYIRAIAPTYGIPVVLHTDHCAKKLLPWFDGMLKADEEFFAKTGTPLFSSHMLDLSEETDDENIATCAKYFERMAKMGQWLEMEIGITGGEEDGVNNEHVEKDALYTSPETVFAVYESLHKISPNFSIAAAFGNVHGVYKPGNVQLRPEILGDHQVYAKKQIGTDAKHPLYLVFHGGSGSTQEEFNTAIKNGVVKVNLDTDCQYAYLTGIRDYVTNKIEYLKAPVGNPEGADKPNKKYFDPRVWVREGEKTMSKRIAEALDIFHTKGQL, which amino acid positions are active epitope sites? The epitope positions are: [13, 14, 15, 16, 17, 18, 19, 20, 21, 22, 23, 24, 25, 26]. The amino acids at these positions are: YGKDVKDLFDYAQE.